From a dataset of HIV replication inhibition screening data with 41,000+ compounds from the AIDS Antiviral Screen. Binary Classification. Given a drug SMILES string, predict its activity (active/inactive) in a high-throughput screening assay against a specified biological target. (1) The compound is Cc1ccc(-n2c(=S)[nH]c3ccc(C)cc3c2=O)cc1. The result is 0 (inactive). (2) The compound is CC1(C)C2CCC1(C)C(O)(c1ccccc1)C2=O. The result is 0 (inactive). (3) The drug is Cc1cc(C)c(-c2noc(-c3ccc(Cl)cc3)c2C2=NCCN2)c(C)c1. The result is 0 (inactive). (4) The compound is COc1ccc2nc(NN=Cc3ccc(C)s3)cc(C)c2c1. The result is 0 (inactive). (5) The drug is CN(C)CCCNC(=O)c1cc(NC(=O)c2cc(NC(=O)C3CC3C(=O)Nc3cc(C(=O)Nc4cc(C(=O)NCCCN(C)C)n(C)c4)n(C)c3)cn2C)cn1C.Cl. The result is 0 (inactive). (6) The compound is Cc1ccc(S(=O)(=O)O)cc1.N=C(NO)NN=Cc1ccc2c(c1)OCO2. The result is 0 (inactive).